Task: Predict the reactants needed to synthesize the given product.. Dataset: Full USPTO retrosynthesis dataset with 1.9M reactions from patents (1976-2016) (1) Given the product [C:13]([Si:10]([CH3:12])([CH3:11])[O:9][CH2:8][C:6]1[CH:7]=[C:2]([CH:3]=[C:4]([N:17]=[C:18]2[N:22]([CH2:23][O:24][CH3:25])[CH:21]=[CH:20][S:19]2)[N:5]=1)[C:68]#[N:69])([CH3:16])([CH3:15])[CH3:14], predict the reactants needed to synthesize it. The reactants are: Br[C:2]1[CH:7]=[C:6]([CH2:8][O:9][Si:10]([C:13]([CH3:16])([CH3:15])[CH3:14])([CH3:12])[CH3:11])[N:5]=[C:4]([N:17]=[C:18]2[N:22]([CH2:23][O:24][CH3:25])[CH:21]=[CH:20][S:19]2)[CH:3]=1.C1(P(C2C=CC=CC=2)C2C3OC4C(=CC=CC=4P(C4C=CC=CC=4)C4C=CC=CC=4)C(C)(C)C=3C=CC=2)C=CC=CC=1.[CH3:68][N:69](C)C(=O)C. (2) Given the product [F:1][C:2]1[C:3]([NH:12][C:13]2[CH:18]=[CH:17][C:16]([I:19])=[CH:15][C:14]=2[F:20])=[C:4]([C:5]([N:55]2[CH2:58][CH:57]([OH:59])[CH2:56]2)=[O:7])[CH:8]=[CH:9][C:10]=1[F:11], predict the reactants needed to synthesize it. The reactants are: [F:1][C:2]1[C:3]([NH:12][C:13]2[CH:18]=[CH:17][C:16]([I:19])=[CH:15][C:14]=2[F:20])=[C:4]([CH:8]=[CH:9][C:10]=1[F:11])[C:5]([OH:7])=O.C1CN([P+](ON2N=NC3C=CC=CC2=3)(N2CCCC2)N2CCCC2)CC1.F[P-](F)(F)(F)(F)F.Cl.[NH:55]1[CH2:58][CH:57]([OH:59])[CH2:56]1.CCN(C(C)C)C(C)C. (3) Given the product [F:1][C:2]1[CH:3]=[CH:4][C:5]([C:8]2[S:9][CH:10]=[C:11]([CH2:13][CH2:14][NH:15][C:28](=[O:29])[C:27]3[CH:31]=[C:23]([C:20]4[N:19]=[C:18]([C:17]([F:33])([F:32])[F:16])[O:22][N:21]=4)[CH:24]=[N:25][CH:26]=3)[N:12]=2)=[CH:6][CH:7]=1, predict the reactants needed to synthesize it. The reactants are: [F:1][C:2]1[CH:7]=[CH:6][C:5]([C:8]2[S:9][CH:10]=[C:11]([CH2:13][CH2:14][NH2:15])[N:12]=2)=[CH:4][CH:3]=1.[F:16][C:17]([F:33])([F:32])[C:18]1[O:22][N:21]=[C:20]([C:23]2[CH:24]=[N:25][CH:26]=[C:27]([CH:31]=2)[C:28](O)=[O:29])[N:19]=1. (4) Given the product [F:40][C:39]([F:42])([F:41])[C:37]([OH:43])=[O:38].[C:1]1([C:7]2[CH:12]=[C:11]([CH:13]3[CH2:18][CH2:17][N:16]([CH:19]([CH2:20][OH:21])[CH2:24][OH:23])[CH2:15][CH2:14]3)[CH:10]=[CH:9][C:8]=2[NH:27][C:28]([C:30]2[NH:31][CH:32]=[C:33]([C:35]#[N:36])[N:34]=2)=[O:29])[CH2:6][CH2:5][CH2:4][CH2:3][CH:2]=1, predict the reactants needed to synthesize it. The reactants are: [C:1]1([C:7]2[CH:12]=[C:11]([CH:13]3[CH2:18][CH2:17][N:16]([CH:19]4[CH2:24][O:23]C(C)(C)[O:21][CH2:20]4)[CH2:15][CH2:14]3)[CH:10]=[CH:9][C:8]=2[NH:27][C:28]([C:30]2[NH:31][CH:32]=[C:33]([C:35]#[N:36])[N:34]=2)=[O:29])[CH2:6][CH2:5][CH2:4][CH2:3][CH:2]=1.[C:37]([OH:43])([C:39]([F:42])([F:41])[F:40])=[O:38]. (5) The reactants are: [NH2:1][C:2]1[CH:30]=[CH:29][C:5]([O:6][C:7]2[C:16]3[C:11](=[CH:12][C:13]([O:19][CH2:20][C@H:21]([OH:28])[CH2:22][N:23]([CH2:26][CH3:27])[CH2:24][CH3:25])=[C:14]([C:17]#[N:18])[CH:15]=3)[N:10]=[CH:9][CH:8]=2)=[CH:4][C:3]=1[Cl:31].[N:32]1[CH:37]=C[CH:35]=[CH:34][CH:33]=1.ClC(OC1C=CC=CC=1)=[O:40].C1(N)CC1.C(=O)(O)[O-].[Na+]. Given the product [Cl:31][C:3]1[CH:4]=[C:5]([O:6][C:7]2[C:16]3[C:11](=[CH:12][C:13]([O:19][CH2:20][C@H:21]([OH:28])[CH2:22][N:23]([CH2:26][CH3:27])[CH2:24][CH3:25])=[C:14]([C:17]#[N:18])[CH:15]=3)[N:10]=[CH:9][CH:8]=2)[CH:29]=[CH:30][C:2]=1[NH:1][C:37]([NH:32][CH:33]1[CH2:35][CH2:34]1)=[O:40], predict the reactants needed to synthesize it. (6) Given the product [CH3:20][N:22]([CH3:24])/[CH:23]=[CH:1]/[C:2]1[C:3]([N+:16]([O-:18])=[O:17])=[CH:4][C:5]([N+:13]([O-:15])=[O:14])=[C:6]([CH:12]=1)[C:7]([O:9][CH2:10][CH3:11])=[O:8], predict the reactants needed to synthesize it. The reactants are: [CH3:1][C:2]1[C:3]([N+:16]([O-:18])=[O:17])=[CH:4][C:5]([N+:13]([O-:15])=[O:14])=[C:6]([CH:12]=1)[C:7]([O:9][CH2:10][CH3:11])=[O:8].C[C:20]([N:22]([CH3:24])[CH3:23])=O. (7) Given the product [N:12]1[CH:13]=[CH:14][CH:15]=[CH:16][C:11]=1[NH:10][C:7]1[CH:8]=[CH:9][C:4]([NH2:1])=[CH:5][CH:6]=1, predict the reactants needed to synthesize it. The reactants are: [N+:1]([C:4]1[CH:9]=[CH:8][C:7]([NH:10][C:11]2[CH:16]=[CH:15][CH:14]=[CH:13][N:12]=2)=[CH:6][CH:5]=1)([O-])=O. (8) Given the product [CH2:1]([O:8][C:9]([N:11]1[CH2:15][CH2:14][CH2:13][CH:12]1[C:16](=[O:31])[NH:17][C:18]1[S:19][CH:20]=[C:21]([C:23]2[CH:28]=[CH:27][C:26]([CH2:29][NH2:30])=[CH:25][CH:24]=2)[N:22]=1)=[O:10])[C:2]1[CH:7]=[CH:6][CH:5]=[CH:4][CH:3]=1, predict the reactants needed to synthesize it. The reactants are: [CH2:1]([O:8][C:9]([N:11]1[CH2:15][CH2:14][CH2:13][CH:12]1[C:16](=[O:31])[NH:17][C:18]1[S:19][CH:20]=[C:21]([C:23]2[CH:28]=[CH:27][C:26]([C:29]#[N:30])=[CH:25][CH:24]=2)[N:22]=1)=[O:10])[C:2]1[CH:7]=[CH:6][CH:5]=[CH:4][CH:3]=1.[BH4-].[Na+]. (9) The reactants are: [Cl:1][C:2]1[CH:7]=[CH:6][C:5]([NH:8][CH2:9][CH2:10][CH2:11][Cl:12])=[CH:4][CH:3]=1.C(N(CC)CC)C.[C:20](Cl)(=[O:28])[O:21][C:22]1[CH:27]=[CH:26][CH:25]=[CH:24][CH:23]=1.O. Given the product [Cl:1][C:2]1[CH:3]=[CH:4][C:5]([N:8]([CH2:9][CH2:10][CH2:11][Cl:12])[C:20](=[O:28])[O:21][C:22]2[CH:27]=[CH:26][CH:25]=[CH:24][CH:23]=2)=[CH:6][CH:7]=1, predict the reactants needed to synthesize it. (10) Given the product [Cl:1][C:2]1[N:10]=[C:9]([Cl:11])[CH:8]=[CH:7][C:3]=1[C:4]([NH:12][CH:13]1[CH:14]2[CH2:22][CH:18]3[CH2:17][C:16]([OH:23])([CH2:21][CH:20]1[CH2:19]3)[CH2:15]2)=[O:5], predict the reactants needed to synthesize it. The reactants are: [Cl:1][C:2]1[N:10]=[C:9]([Cl:11])[CH:8]=[CH:7][C:3]=1[C:4](Cl)=[O:5].[NH2:12][CH:13]1[CH:20]2[CH2:21][C:16]3([OH:23])[CH2:17][CH:18]([CH2:22][CH:14]1[CH2:15]3)[CH2:19]2.C(N(C(C)C)C(C)C)C.